Dataset: Peptide-MHC class II binding affinity with 134,281 pairs from IEDB. Task: Regression. Given a peptide amino acid sequence and an MHC pseudo amino acid sequence, predict their binding affinity value. This is MHC class II binding data. (1) The peptide sequence is KFGVAKKANVYAVKV. The binding affinity (normalized) is 0.345. The MHC is HLA-DQA10401-DQB10402 with pseudo-sequence HLA-DQA10401-DQB10402. (2) The binding affinity (normalized) is 0.432. The MHC is HLA-DQA10102-DQB10602 with pseudo-sequence HLA-DQA10102-DQB10602. The peptide sequence is TQARAAAAAFEQAHA. (3) The peptide sequence is TLWQRPFVTIKIGGQLKEAL. The MHC is DRB1_1501 with pseudo-sequence DRB1_1501. The binding affinity (normalized) is 0.892. (4) The peptide sequence is EICPAVKRDVDLFLTGT. The MHC is DRB1_0401 with pseudo-sequence DRB1_0401. The binding affinity (normalized) is 0.376. (5) The peptide sequence is VSIISILKGVINIWG. The MHC is H-2-IAb with pseudo-sequence H-2-IAb. The binding affinity (normalized) is 0.0789. (6) The peptide sequence is KKLTIAYLVGSNMTQRV. The MHC is HLA-DQA10201-DQB10303 with pseudo-sequence HLA-DQA10201-DQB10303. The binding affinity (normalized) is 0.489.